This data is from Peptide-MHC class II binding affinity with 134,281 pairs from IEDB. The task is: Regression. Given a peptide amino acid sequence and an MHC pseudo amino acid sequence, predict their binding affinity value. This is MHC class II binding data. The peptide sequence is ARNLVPMVATVQGQN. The MHC is DRB1_0101 with pseudo-sequence DRB1_0101. The binding affinity (normalized) is 0.690.